From a dataset of Catalyst prediction with 721,799 reactions and 888 catalyst types from USPTO. Predict which catalyst facilitates the given reaction. (1) Reactant: [CH2:1]([N:8]1[CH2:13][CH2:12][C:11](=[O:14])[CH2:10][CH2:9]1)[C:2]1[CH:7]=[CH:6][CH:5]=[CH:4][CH:3]=1.[CH3:15][C:16]([CH3:19])([O-])[CH3:17].[K+].C(I)C(C)C. Product: [CH2:1]([N:8]1[CH2:13][CH2:12][C:11](=[O:14])[CH:10]([CH2:15][CH:16]([CH3:19])[CH3:17])[CH2:9]1)[C:2]1[CH:3]=[CH:4][CH:5]=[CH:6][CH:7]=1. The catalyst class is: 7. (2) Reactant: [F:1][C:2]1[CH:22]=[CH:21][C:5]2[S:6][C:7]([C:10]3[N:14]4[N:15]=[C:16]([CH3:19])[CH:17]=[CH:18][C:13]4=[N:12][C:11]=3[CH3:20])=[C:8]([CH3:9])[C:4]=2[CH:3]=1.[CH3:23][O:24][N:25]([CH3:31])[C:26](=O)[O:27]CC.[Li+].CC([N-]C(C)C)C. Product: [CH3:23][O:24][N:25]([CH3:31])[C:26]([C:18]1[C:13]2[N:14]([C:10]([C:7]3[S:6][C:5]4[CH:21]=[CH:22][C:2]([F:1])=[CH:3][C:4]=4[C:8]=3[CH3:9])=[C:11]([CH3:20])[N:12]=2)[N:15]=[C:16]([CH3:19])[CH:17]=1)=[O:27]. The catalyst class is: 1. (3) Reactant: C(OC([N:8]1[CH2:12][CH2:11][C@H:10]([C@H:13]([CH:15]2[CH2:17][CH2:16]2)[OH:14])[CH2:9]1)=O)(C)(C)C.C1C=NC2C3N=CC=CC=3C=CC=2C=1.I[C:33]1[C:42]2[C:37](=[CH:38][CH:39]=[CH:40][CH:41]=2)[CH:36]=[CH:35][CH:34]=1.C1(C)C=CC=CC=1.C(=O)([O-])[O-].[Cs+].[Cs+].Cl.CCO. Product: [CH:15]1([C@H:13]([O:14][C:41]2[C:42]3[C:37](=[CH:36][CH:35]=[CH:34][CH:33]=3)[CH:38]=[CH:39][CH:40]=2)[C@H:10]2[CH2:11][CH2:12][NH:8][CH2:9]2)[CH2:16][CH2:17]1. The catalyst class is: 205. (4) Reactant: [CH3:1][N:2]1[CH2:7][CH2:6][N:5]([C:8]2[C:9]3[N:10]([CH:20]=[N:21][N:22]=3)[C:11]3[C:16]([N:17]=2)=[CH:15][CH:14]=[C:13]([CH:18]=[CH2:19])[CH:12]=3)[CH2:4][CH2:3]1. Product: [CH2:18]([C:13]1[CH:12]=[C:11]2[C:16]([N:17]=[C:8]([N:5]3[CH2:6][CH2:7][N:2]([CH3:1])[CH2:3][CH2:4]3)[C:9]3[N:10]2[CH:20]=[N:21][N:22]=3)=[CH:15][CH:14]=1)[CH3:19]. The catalyst class is: 354. (5) Reactant: Cl.[N+:2]([C:5]1[CH:10]=[CH:9][C:8]([C:11]2[S:15][C:14]([CH2:16][CH2:17][NH2:18])=[N:13][CH:12]=2)=[CH:7][CH:6]=1)([O-:4])=[O:3].[S:19](O[S:19]([C:22]([F:25])([F:24])[F:23])(=[O:21])=[O:20])([C:22]([F:25])([F:24])[F:23])(=[O:21])=[O:20].C(N(CC)CC)C. Product: [F:23][C:22]([F:25])([F:24])[S:19]([NH:18][CH2:17][CH2:16][C:14]1[S:15][C:11]([C:8]2[CH:7]=[CH:6][C:5]([N+:2]([O-:4])=[O:3])=[CH:10][CH:9]=2)=[CH:12][N:13]=1)(=[O:21])=[O:20]. The catalyst class is: 4. (6) Reactant: [F:1][C:2]1[CH:7]=[CH:6][C:5]([NH:8][C:9]([C:11]2([C:14]([OH:16])=O)[CH2:13][CH2:12]2)=[O:10])=[CH:4][CH:3]=1.[CH3:17][O:18][C:19]1[CH:41]=[CH:40][C:22]([CH2:23][NH:24][C:25]2[CH:30]=[C:29]([O:31][C:32]3[CH:37]=[CH:36][C:35]([NH2:38])=[C:34]([F:39])[CH:33]=3)[CH:28]=[CH:27][N:26]=2)=[CH:21][CH:20]=1.CN(C(ON1N=NC2C=CC=CC1=2)=[N+](C)C)C.[B-](F)(F)(F)F.CCN(C(C)C)C(C)C. Product: [CH3:17][O:18][C:19]1[CH:20]=[CH:21][C:22]([CH2:23][NH:24][C:25]2[CH:30]=[C:29]([O:31][C:32]3[CH:37]=[CH:36][C:35]([NH:38][C:14]([C:11]4([C:9]([NH:8][C:5]5[CH:4]=[CH:3][C:2]([F:1])=[CH:7][CH:6]=5)=[O:10])[CH2:12][CH2:13]4)=[O:16])=[C:34]([F:39])[CH:33]=3)[CH:28]=[CH:27][N:26]=2)=[CH:40][CH:41]=1. The catalyst class is: 3. (7) Product: [C:5]([C:4](=[CH:7][CH:8]1[CH2:13][CH2:12][CH2:11][CH2:10][CH2:9]1)[CH:3]=[O:2])#[N:6]. The catalyst class is: 33. Reactant: C[O:2][CH:3](OC)[C:4](=[CH:7][CH:8]1[CH2:13][CH2:12][CH2:11][CH2:10][CH2:9]1)[C:5]#[N:6]. (8) Reactant: O[CH2:2][C:3]1[CH:4]=[C:5]([S:11]([NH2:14])(=[O:13])=[O:12])[CH:6]=[CH:7][C:8]=1[O:9][CH3:10].C1C=CC(P([N:29]=[N+:30]=[N-:31])(C2C=CC=CC=2)=O)=CC=1.C1CCN2C(=NCCC2)CC1. Product: [N:29]([CH2:2][C:3]1[CH:4]=[C:5]([S:11]([NH2:14])(=[O:13])=[O:12])[CH:6]=[CH:7][C:8]=1[O:9][CH3:10])=[N+:30]=[N-:31]. The catalyst class is: 49. (9) Reactant: [CH:1]1([NH:7][S:8]([C:11]2[CH:12]=[C:13]([CH:17]=[CH:18][CH:19]=2)[C:14](O)=[O:15])(=[O:10])=[O:9])[CH2:6][CH2:5][CH2:4][CH2:3][CH2:2]1.B.C1COCC1.CO.Cl. Product: [CH:1]1([NH:7][S:8]([C:11]2[CH:19]=[CH:18][CH:17]=[C:13]([CH2:14][OH:15])[CH:12]=2)(=[O:9])=[O:10])[CH2:6][CH2:5][CH2:4][CH2:3][CH2:2]1. The catalyst class is: 1.